Dataset: Catalyst prediction with 721,799 reactions and 888 catalyst types from USPTO. Task: Predict which catalyst facilitates the given reaction. (1) Reactant: [OH-].[K+].[C:3]([O:7][C@@H:8]([C:15]1[C:16]([CH3:47])=[N:17][C:18]([CH3:46])=[C:19]([C:30]2[CH:35]=[CH:34][C:33]([O:36][CH2:37][CH2:38][C:39]3[CH:44]=[CH:43][C:42]([F:45])=[CH:41][CH:40]=3)=[CH:32][CH:31]=2)[C:20]=1[N:21]1[CH2:26][CH2:25][C:24](=[C:27]([CH3:29])[CH3:28])[CH2:23][CH2:22]1)[C:9]([O:11]C(C)C)=[O:10])([CH3:6])([CH3:5])[CH3:4].Cl. Product: [C:3]([O:7][C@@H:8]([C:15]1[C:16]([CH3:47])=[N:17][C:18]([CH3:46])=[C:19]([C:30]2[CH:31]=[CH:32][C:33]([O:36][CH2:37][CH2:38][C:39]3[CH:44]=[CH:43][C:42]([F:45])=[CH:41][CH:40]=3)=[CH:34][CH:35]=2)[C:20]=1[N:21]1[CH2:26][CH2:25][C:24](=[C:27]([CH3:29])[CH3:28])[CH2:23][CH2:22]1)[C:9]([OH:11])=[O:10])([CH3:6])([CH3:4])[CH3:5]. The catalyst class is: 8. (2) Reactant: B(Br)(Br)Br.[O:5]([C:12]1[CH:56]=[CH:55][C:15]([CH:16]=[C:17]2[S:21][C:20](=[O:22])[N:19]([CH2:23][C:24]3[CH:29]=[C:28]([O:30]CC4C=CC=CC=4)[C:27]([O:38]CC4C=CC=CC=4)=[C:26]([O:46]CC4C=CC=CC=4)[CH:25]=3)[C:18]2=[O:54])=[CH:14][CH:13]=1)[C:6]1[CH:11]=[CH:10][CH:9]=[CH:8][CH:7]=1.O. Product: [O:5]([C:12]1[CH:13]=[CH:14][C:15]([CH:16]=[C:17]2[S:21][C:20](=[O:22])[N:19]([CH2:23][C:24]3[CH:29]=[C:28]([OH:30])[C:27]([OH:38])=[C:26]([OH:46])[CH:25]=3)[C:18]2=[O:54])=[CH:55][CH:56]=1)[C:6]1[CH:7]=[CH:8][CH:9]=[CH:10][CH:11]=1. The catalyst class is: 4. (3) Reactant: [C:1]([O:8][CH3:9])(=[O:7])[CH2:2][C:3]([O:5][CH3:6])=[O:4].CC(C)([O-])C.[K+].Cl[C:17]1[CH:22]=[CH:21][C:20]([C:23]([F:26])([F:25])[F:24])=[CH:19][C:18]=1[N+:27]([O-:29])=[O:28]. Product: [CH3:6][O:5][C:3](=[O:4])[CH:2]([C:17]1[CH:22]=[CH:21][C:20]([C:23]([F:26])([F:24])[F:25])=[CH:19][C:18]=1[N+:27]([O-:29])=[O:28])[C:1]([O:8][CH3:9])=[O:7]. The catalyst class is: 107.